Predict the reactants needed to synthesize the given product. From a dataset of Full USPTO retrosynthesis dataset with 1.9M reactions from patents (1976-2016). (1) Given the product [Cl:35][C:36]1[CH:37]=[C:38]([C:43]2[C:51]([C:52]([NH2:54])=[O:53])=[C:46]3[CH2:47][N:48]([C:59]([NH:32][C:9]4([C:6]5[CH:5]=[CH:4][C:3]([C:1]#[N:2])=[CH:8][CH:7]=5)[CH2:10][C:11]([F:13])([F:14])[CH2:12]4)=[O:58])[CH2:49][CH2:50][N:45]3[N:44]=2)[CH:39]=[CH:40][C:41]=1[F:42], predict the reactants needed to synthesize it. The reactants are: [C:1]([C:3]1[CH:8]=[CH:7][C:6]([C:9]2(C(O)=O)[CH2:12][C:11]([F:14])([F:13])[CH2:10]2)=[CH:5][CH:4]=1)#[N:2].C1C=CC(P([N:32]=[N+]=[N-])(C2C=CC=CC=2)=O)=CC=1.[Cl:35][C:36]1[CH:37]=[C:38]([C:43]2[C:51]([C:52]([NH2:54])=[O:53])=[C:46]3[CH2:47][NH:48][CH2:49][CH2:50][N:45]3[N:44]=2)[CH:39]=[CH:40][C:41]=1[F:42].C1[CH2:59][O:58]CC1. (2) Given the product [Cl:1][C:2]1[CH:3]=[C:4]2[C:9](=[CH:10][C:11]=1[C:12]([N:70]1[CH2:71][CH2:72][CH2:73][CH:69]1[C:64]1[CH:65]=[CH:66][CH:67]=[CH:68][N:63]=1)=[O:14])[N:8]=[CH:7][N:6]=[C:5]2[NH:15][CH:16]([C:18]1[NH:22][C:21]2[CH:23]=[CH:24][C:25]([Cl:27])=[CH:26][C:20]=2[N:19]=1)[CH3:17], predict the reactants needed to synthesize it. The reactants are: [Cl:1][C:2]1[CH:3]=[C:4]2[C:9](=[CH:10][C:11]=1[C:12]([OH:14])=O)[N:8]=[CH:7][N:6]=[C:5]2[NH:15][CH:16]([C:18]1[NH:22][C:21]2[CH:23]=[CH:24][C:25]([Cl:27])=[CH:26][C:20]=2[N:19]=1)[CH3:17].FC1C(OC(N(C)C)=[N+](C)C)=C(F)C(F)=C(F)C=1F.F[P-](F)(F)(F)(F)F.C(N(C(C)C)CC)(C)C.[N:63]1[CH:68]=[CH:67][CH:66]=[CH:65][C:64]=1[CH:69]1[CH2:73][CH2:72][CH2:71][NH:70]1. (3) Given the product [Cl:19][C:17]1[CH:16]=[CH:15][C:14]2[N:8]([CH2:7][C:6]([CH3:36])([CH3:35])[CH2:5][O:4][C:1](=[O:3])[CH3:2])[C:9](=[O:34])[C@@H:10]([CH2:30][C:31]([NH:53][C:54]3[CH:55]=[C:56]([CH2:62][C:63]([O:65][CH2:66][CH3:67])=[O:64])[CH:57]=[CH:58][C:59]=3[O:60][CH3:61])=[O:32])[O:11][C@H:12]([C:20]3[CH:25]=[CH:24][CH:23]=[C:22]([O:26][CH3:27])[C:21]=3[O:28][CH3:29])[C:13]=2[CH:18]=1, predict the reactants needed to synthesize it. The reactants are: [C:1]([O:4][CH2:5][C:6]([CH3:36])([CH3:35])[CH2:7][N:8]1[C:14]2[CH:15]=[CH:16][C:17]([Cl:19])=[CH:18][C:13]=2[C@@H:12]([C:20]2[CH:25]=[CH:24][CH:23]=[C:22]([O:26][CH3:27])[C:21]=2[O:28][CH3:29])[O:11][C@H:10]([CH2:30][C:31](O)=[O:32])[C:9]1=[O:34])(=[O:3])[CH3:2].C(N(CC)CC)C.ClC(OCC(C)C)=O.Cl.[NH2:53][C:54]1[CH:55]=[C:56]([CH2:62][C:63]([O:65][CH2:66][CH3:67])=[O:64])[CH:57]=[CH:58][C:59]=1[O:60][CH3:61].N1C=CC=CC=1.Cl. (4) Given the product [NH2:20][CH:9]1[CH:8]([CH2:1][C:2]2[CH:3]=[CH:4][CH:5]=[CH:6][CH:7]=2)[C:17]2[CH:16]=[C:15]([OH:18])[CH:14]=[CH:13][C:12]=2[CH2:11][CH2:10]1, predict the reactants needed to synthesize it. The reactants are: [CH2:1]([CH:8]1[C:17]2[C:12](=[CH:13][CH:14]=[C:15]([O:18]C)[CH:16]=2)[CH2:11][CH2:10][CH:9]1[NH2:20])[C:2]1[CH:7]=[CH:6][CH:5]=[CH:4][CH:3]=1.B(Br)(Br)Br. (5) Given the product [OH:1][C:2]1[C:7]2[O:8][CH:24]([CH2:23][OH:22])[CH2:25][O:9][C:6]=2[CH:5]=[CH:4][C:3]=1[C:10](=[O:12])[CH3:11], predict the reactants needed to synthesize it. The reactants are: [OH:1][C:2]1[C:7]([OH:8])=[C:6]([OH:9])[CH:5]=[CH:4][C:3]=1[C:10](=[O:12])[CH3:11].C(=O)([O-])[O-].[K+].[K+].S(C1C=CC(C)=CC=1)([O:22][CH2:23][C@@H:24]1O[CH2:25]1)(=O)=O. (6) Given the product [NH2:45][C:43]([C@H:37]1[C@@H:38]2[CH2:42][C@@H:41]([CH:40]=[CH:39]2)[C@H:36]1[NH:35][C:16]([C@@H:9]1[CH2:10][C:11](=[N:13][O:14][CH3:15])[CH2:12][N:8]1[S:25]([C:22]1[CH:23]=[CH:24][C:19]([C:29]2[CH:34]=[CH:33][CH:32]=[CH:31][CH:30]=2)=[CH:20][CH:21]=1)(=[O:27])=[O:26])=[O:18])=[O:44], predict the reactants needed to synthesize it. The reactants are: C(OC([N:8]1[CH2:12][C:11](=[N:13][O:14][CH3:15])[CH2:10][C@H:9]1[C:16]([OH:18])=O)=O)(C)(C)C.[C:19]1([C:29]2[CH:34]=[CH:33][CH:32]=[CH:31][CH:30]=2)[CH:24]=[CH:23][C:22]([S:25](Cl)(=[O:27])=[O:26])=[CH:21][CH:20]=1.[NH2:35][C@@H:36]1[C@H:41]2[CH2:42][C@H:38]([CH:39]=[CH:40]2)[C@@H:37]1[C:43]([NH2:45])=[O:44].